This data is from Forward reaction prediction with 1.9M reactions from USPTO patents (1976-2016). The task is: Predict the product of the given reaction. (1) Given the reactants [CH2:1]([N:8]1[C:12]([C:13]2[CH:18]=[CH:17][C:16]([C:19]([CH3:22])([CH3:21])[CH3:20])=[CH:15][CH:14]=2)=[C:11]([OH:23])[C:10]([C:24](=[N:26][NH:27][C:28]([C:30]2[CH:39]=[CH:38][C:33]([C:34]([O:36]C)=[O:35])=[CH:32][CH:31]=2)=[O:29])[CH3:25])=[N:9]1)[C:2]1[CH:7]=[CH:6][CH:5]=[CH:4][CH:3]=1.CO.[OH-].[Na+].Cl, predict the reaction product. The product is: [CH2:1]([N:8]1[C:12]([C:13]2[CH:14]=[CH:15][C:16]([C:19]([CH3:22])([CH3:20])[CH3:21])=[CH:17][CH:18]=2)=[C:11]([OH:23])[C:10]([C:24](=[N:26][NH:27][C:28]([C:30]2[CH:39]=[CH:38][C:33]([C:34]([OH:36])=[O:35])=[CH:32][CH:31]=2)=[O:29])[CH3:25])=[N:9]1)[C:2]1[CH:3]=[CH:4][CH:5]=[CH:6][CH:7]=1. (2) Given the reactants [Cl:1][C:2]1[CH:7]=[C:6](Cl)[C:5]([N+:9]([O-:11])=[O:10])=[CH:4][C:3]=1[C:12]([F:15])([F:14])[F:13].[NH2:16][C:17]1[CH:22]=[CH:21][C:20]([CH2:23][CH:24]([OH:26])[CH3:25])=[CH:19][CH:18]=1, predict the reaction product. The product is: [Cl:1][C:2]1[C:3]([C:12]([F:15])([F:14])[F:13])=[CH:4][C:5]([N+:9]([O-:11])=[O:10])=[C:6]([NH:16][C:17]2[CH:18]=[CH:19][C:20]([CH2:23][CH:24]([OH:26])[CH3:25])=[CH:21][CH:22]=2)[CH:7]=1.